This data is from Catalyst prediction with 721,799 reactions and 888 catalyst types from USPTO. The task is: Predict which catalyst facilitates the given reaction. (1) Reactant: [C:1](#[N:5])[CH2:2][C:3]#[N:4].C(=O)([O-])[O-].[K+].[K+].Br[CH2:13][CH2:14][C:15]([F:18])([F:17])[F:16].O. Product: [F:16][C:15]([F:18])([F:17])[CH2:14][CH2:13][CH:2]([C:1]#[N:5])[C:3]#[N:4]. The catalyst class is: 9. (2) Reactant: [CH2:1]([C:4]1[CH2:5][C@@H:6]2[C@H:9]([CH:10]=1)[C@@:8]([CH2:15][C:16]([O:18]C(C)(C)C)=[O:17])([CH2:11][N+:12]([O-])=O)[CH2:7]2)[CH2:2][CH3:3].[Cl-].[NH4+]. Product: [NH2:12][CH2:11][C@@:8]1([CH2:15][C:16]([OH:18])=[O:17])[CH2:7][C@H:6]2[C@@H:9]1[CH:10]=[C:4]([CH2:1][CH2:2][CH3:3])[CH2:5]2. The catalyst class is: 190. (3) Reactant: [CH3:1][C:2]1[N:3]=[C:4]2[N:9]=[C:8]([C:10]3[CH:17]=[CH:16][C:13]([CH:14]=[O:15])=[CH:12][CH:11]=3)[C:7]([C:18]3[CH:23]=[CH:22][CH:21]=[CH:20][CH:19]=3)=[CH:6][N:5]2[CH:24]=1.[Br:25]N1C(=O)CCC1=O. Product: [Br:25][C:24]1[N:5]2[CH:6]=[C:7]([C:18]3[CH:19]=[CH:20][CH:21]=[CH:22][CH:23]=3)[C:8]([C:10]3[CH:11]=[CH:12][C:13]([CH:14]=[O:15])=[CH:16][CH:17]=3)=[N:9][C:4]2=[N:3][C:2]=1[CH3:1]. The catalyst class is: 22.